From a dataset of Forward reaction prediction with 1.9M reactions from USPTO patents (1976-2016). Predict the product of the given reaction. (1) The product is: [I:1][C:2]1[CH:10]=[CH:9][C:8]([S:11]([CH3:14])(=[O:13])=[O:12])=[CH:7][C:3]=1[C:4]([N:26]1[CH2:25][CH2:24][N:23]([C:20]2[CH:19]=[CH:18][C:17]([C:16]([F:29])([F:30])[F:15])=[CH:22][CH:21]=2)[CH2:28][CH2:27]1)=[O:6]. Given the reactants [I:1][C:2]1[CH:10]=[CH:9][C:8]([S:11]([CH3:14])(=[O:13])=[O:12])=[CH:7][C:3]=1[C:4]([OH:6])=O.[F:15][C:16]([F:30])([F:29])[C:17]1[CH:22]=[CH:21][C:20]([N:23]2[CH2:28][CH2:27][NH:26][CH2:25][CH2:24]2)=[CH:19][CH:18]=1, predict the reaction product. (2) Given the reactants C(C(O)=[O:29])CC(F)(F)C(F)(F)C(F)(F)C(F)(F)C(F)(F)C(F)(F)C(F)(F)C(F)(F)F.ON1C(=O)CCC1=O.[CH:39]1([N:45]=[C:46]=[N:47][CH:48]2[CH2:53][CH2:52][CH2:51][CH2:50][CH2:49]2)[CH2:44][CH2:43][CH2:42][CH2:41][CH2:40]1, predict the reaction product. The product is: [C:46]([NH:45][CH:39]1[CH2:40][CH2:41][CH2:42][CH2:43][CH2:44]1)([NH:47][CH:48]1[CH2:53][CH2:52][CH2:51][CH2:50][CH2:49]1)=[O:29]. (3) Given the reactants C1N(CCO)CCN(CCS(O)(=O)=O)C1.SC[C@H]([C@@H](CS)O)O.[NH2:24][C@H:25]([C:30]([OH:32])=[O:31])[CH2:26][CH2:27][CH2:28][NH2:29].P([O-])([O-])([O:35][C:36](=O)[NH2:37])=O.N(CCO)(CCO)CCO, predict the reaction product. The product is: [NH2:24][C@H:25]([C:30]([OH:32])=[O:31])[CH2:26][CH2:27][CH2:28][NH:29][C:36]([NH2:37])=[O:35]. (4) Given the reactants [CH2:1]([O:3][C:4](=[O:37])[CH2:5][O:6][C:7]1[CH:12]=[CH:11][C:10]([C:13]2N(C(=O)C(C)C)C(C3C=CC(Cl)=CC=3)C(C3C=CC(Cl)=CC=3)[N:17]=2)=[CH:9][CH:8]=1)[CH3:2].OC1C=CC(C#N)=CC=1.BrCC(OCC)=O, predict the reaction product. The product is: [C:13]([C:10]1[CH:11]=[CH:12][C:7]([O:6][CH2:5][C:4]([O:3][CH2:1][CH3:2])=[O:37])=[CH:8][CH:9]=1)#[N:17]. (5) Given the reactants [NH2:1][C:2]1[C:7]([F:8])=[CH:6][C:5]([S:9]C#N)=[C:4]([C:12](=O)[C:13]2[C:18]([CH3:19])=[CH:17][CH:16]=[CH:15][N:14]=2)[CH:3]=1.[OH-].[NH4+:22], predict the reaction product. The product is: [NH2:1][C:2]1[C:7]([F:8])=[CH:6][C:5]2[S:9][N:22]=[C:12]([C:13]3[C:18]([CH3:19])=[CH:17][CH:16]=[CH:15][N:14]=3)[C:4]=2[CH:3]=1. (6) Given the reactants FC(F)(F)C(O)=O.[CH:8]1([CH:13]([N:17]2[CH:21]=[C:20]([C:22]3[C:23]4[CH:30]=[CH:29][NH:28][C:24]=4[N:25]=[CH:26][N:27]=3)[CH:19]=[N:18]2)[CH2:14][C:15]#[CH:16])[CH2:12][CH2:11][CH2:10][CH2:9]1.[H][H], predict the reaction product. The product is: [CH:8]1([CH:13]([N:17]2[CH:21]=[C:20]([C:22]3[C:23]4[CH:30]=[CH:29][NH:28][C:24]=4[N:25]=[CH:26][N:27]=3)[CH:19]=[N:18]2)[CH2:14][CH2:15][CH3:16])[CH2:12][CH2:11][CH2:10][CH2:9]1. (7) Given the reactants [C:1]1([C:7]([CH:9]([C:11]2[CH:16]=[CH:15][CH:14]=[CH:13][CH:12]=2)[OH:10])=[O:8])[CH:6]=[CH:5][CH:4]=[CH:3][CH:2]=1.[N:17]([CH2:20][C:21]1([CH2:27][C:28]([O:30][CH2:31][CH2:32][C:33]#[N:34])=[O:29])[CH2:26][CH2:25][CH2:24][CH2:23][CH2:22]1)=[C:18]=[O:19], predict the reaction product. The product is: [C:7]([CH:9]([O:10][C:18]([NH:17][CH2:20][C:21]1([CH2:27][C:28]([O:30][CH2:31][CH2:32][C:33]#[N:34])=[O:29])[CH2:26][CH2:25][CH2:24][CH2:23][CH2:22]1)=[O:19])[C:11]1[CH:16]=[CH:15][CH:14]=[CH:13][CH:12]=1)(=[O:8])[C:1]1[CH:2]=[CH:3][CH:4]=[CH:5][CH:6]=1. (8) Given the reactants [C:1]([O:5][C:6]([NH:8][C@H:9]1[CH2:14][CH2:13][C@H:12]([O:15][C:16]2[C:21]([C:22]([O:24]CC)=[O:23])=[CH:20][N:19]=[C:18]([N:27]([CH3:29])[CH3:28])[N:17]=2)[CH2:11][CH2:10]1)=[O:7])([CH3:4])([CH3:3])[CH3:2].[OH-].[Na+].C(O)(=O)CC(CC(O)=O)(C(O)=O)O, predict the reaction product. The product is: [C:1]([O:5][C:6]([NH:8][C@H:9]1[CH2:10][CH2:11][C@H:12]([O:15][C:16]2[C:21]([C:22]([OH:24])=[O:23])=[CH:20][N:19]=[C:18]([N:27]([CH3:29])[CH3:28])[N:17]=2)[CH2:13][CH2:14]1)=[O:7])([CH3:4])([CH3:3])[CH3:2]. (9) Given the reactants [C:1]1([S:7]([C:10]2[C:18]3[C:13](=[CH:14][CH:15]=[C:16]([O:19][CH2:20][CH2:21]OS(C4C=CC(C)=CC=4)(=O)=O)[CH:17]=3)[NH:12][N:11]=2)(=[O:9])=[O:8])[CH:6]=[CH:5][CH:4]=[CH:3][CH:2]=1.[NH:33]1[CH2:38][CH2:37][O:36][CH2:35][CH2:34]1, predict the reaction product. The product is: [C:1]1([S:7]([C:10]2[C:18]3[C:13](=[CH:14][CH:15]=[C:16]([O:19][CH2:20][CH2:21][N:33]4[CH2:38][CH2:37][O:36][CH2:35][CH2:34]4)[CH:17]=3)[NH:12][N:11]=2)(=[O:9])=[O:8])[CH:2]=[CH:3][CH:4]=[CH:5][CH:6]=1. (10) The product is: [CH3:32][C:33]1[N:34]=[CH:35][C:36]([NH:39][C:40](=[O:41])[NH:1][C:2]2[C:7]3[N:8]=[C:9]([CH2:11][N:12]4[CH2:17][CH2:16][N:15]([C:18]([O:20][C:21]([CH3:24])([CH3:23])[CH3:22])=[O:19])[CH2:14][CH2:13]4)[O:10][C:6]=3[CH:5]=[CH:4][CH:3]=2)=[CH:37][CH:38]=1. Given the reactants [NH2:1][C:2]1[C:7]2[N:8]=[C:9]([CH2:11][N:12]3[CH2:17][CH2:16][N:15]([C:18]([O:20][C:21]([CH3:24])([CH3:23])[CH3:22])=[O:19])[CH2:14][CH2:13]3)[O:10][C:6]=2[CH:5]=[CH:4][CH:3]=1.C(N(CC)CC)C.[CH3:32][C:33]1[CH:38]=[CH:37][C:36]([N:39]=[C:40]=[O:41])=[CH:35][N:34]=1, predict the reaction product.